From a dataset of Forward reaction prediction with 1.9M reactions from USPTO patents (1976-2016). Predict the product of the given reaction. (1) Given the reactants [C:1]1([C:19]2[CH:24]=[CH:23][CH:22]=[CH:21][CH:20]=2)[CH:6]=[CH:5][C:4]([CH2:7][N:8]2[CH:13]=[CH:12][CH:11]=[C:10]([C:14]([O:16]C)=[O:15])[C:9]2=[O:18])=[CH:3][CH:2]=1.[OH-].[Na+], predict the reaction product. The product is: [C:1]1([C:19]2[CH:20]=[CH:21][CH:22]=[CH:23][CH:24]=2)[CH:2]=[CH:3][C:4]([CH2:7][N:8]2[CH:13]=[CH:12][CH:11]=[C:10]([C:14]([OH:16])=[O:15])[C:9]2=[O:18])=[CH:5][CH:6]=1. (2) Given the reactants [C:1]([NH:4][C:5]1[NH:9][C:8]([C:10]2[CH:15]=[CH:14][C:13]([F:16])=[CH:12][CH:11]=2)=[N:7][C:6]=1[C:17]1[CH:22]=[CH:21][CH:20]=[CH:19][CH:18]=1)(=O)[CH3:2].O1CCCC1.B.[ClH:29].C(=O)([O-])O.[Na+], predict the reaction product. The product is: [ClH:29].[CH2:1]([NH:4][C:5]1[NH:9][C:8]([C:10]2[CH:15]=[CH:14][C:13]([F:16])=[CH:12][CH:11]=2)=[N:7][C:6]=1[C:17]1[CH:22]=[CH:21][CH:20]=[CH:19][CH:18]=1)[CH3:2].